This data is from Peptide-MHC class I binding affinity with 185,985 pairs from IEDB/IMGT. The task is: Regression. Given a peptide amino acid sequence and an MHC pseudo amino acid sequence, predict their binding affinity value. This is MHC class I binding data. (1) The peptide sequence is DILSIIDAK. The MHC is HLA-A03:01 with pseudo-sequence HLA-A03:01. The binding affinity (normalized) is 0.374. (2) The peptide sequence is VIYDSKFEK. The MHC is HLA-A03:01 with pseudo-sequence HLA-A03:01. The binding affinity (normalized) is 0.615. (3) The peptide sequence is MMQVWIQPL. The MHC is HLA-C07:02 with pseudo-sequence HLA-C07:02. The binding affinity (normalized) is 0.419.